Dataset: Full USPTO retrosynthesis dataset with 1.9M reactions from patents (1976-2016). Task: Predict the reactants needed to synthesize the given product. (1) Given the product [F:34][C:31]1[CH:30]=[CH:29][C:28]([CH2:27][NH:26][C:24]([C:22]2[N:23]=[C:18]([C@@H:12]3[CH2:13][C@@H:14]([O:16][CH3:17])[CH2:15][NH:11]3)[N:19]([CH3:37])[C:20](=[O:36])[C:21]=2[OH:35])=[O:25])=[CH:33][CH:32]=1, predict the reactants needed to synthesize it. The reactants are: C(OC([N:11]1[CH2:15][C@H:14]([O:16][CH3:17])[CH2:13][C@H:12]1[C:18]1[N:19]([CH3:37])[C:20](=[O:36])[C:21]([OH:35])=[C:22]([C:24]([NH:26][CH2:27][C:28]2[CH:33]=[CH:32][C:31]([F:34])=[CH:30][CH:29]=2)=[O:25])[N:23]=1)=O)C1C=CC=CC=1. (2) Given the product [Cl:1][C:2]1[CH:7]=[C:6]([Cl:8])[CH:5]=[CH:4][C:3]=1[C:9]1[NH:25][C:16](=[O:18])[C:15]2[N:11]([N:12]=[CH:13][N:14]=2)[CH:10]=1, predict the reactants needed to synthesize it. The reactants are: [Cl:1][C:2]1[CH:7]=[C:6]([Cl:8])[CH:5]=[CH:4][C:3]=1[C:9](=O)[CH2:10][N:11]1[C:15]([C:16]([O:18]C)=O)=[N:14][CH:13]=[N:12]1.C([O-])(=O)C.[NH4+:25].C(=O)(O)[O-].[Na+].